Predict the reactants needed to synthesize the given product. From a dataset of Full USPTO retrosynthesis dataset with 1.9M reactions from patents (1976-2016). (1) Given the product [CH3:1][C:2]1[CH:7]=[CH:6][C:5]([S:8]([O:11][CH2:12][C@H:13]2[CH:14]=[CH:23][C:22]3[C:17](=[C:18]([C:27]4[CH:28]=[CH:29][CH:30]=[CH:31][C:32]=4[C:41]4[CH:40]=[CH:4][CH:3]=[CH:2][CH:1]=4)[CH:19]=[C:20]([F:26])[CH:21]=3)[O:16]2)(=[O:10])=[O:9])=[CH:4][CH:3]=1, predict the reactants needed to synthesize it. The reactants are: [CH3:1][C:2]1[CH:7]=[CH:6][C:5]([S:8]([O:11][CH2:12][C@H:13]([O:16][C:17]2[C:22]([CH:23]=CC)=[CH:21][C:20]([F:26])=[CH:19][C:18]=2[C:27]2[CH:32]=[CH:31][CH:30]=[CH:29][C:28]=2C2C=CC=CC=2)[CH:14]=C)(=[O:10])=[O:9])=[CH:4][CH:3]=1.Cl[CH2:40][CH2:41]Cl. (2) Given the product [Cl:1][C:2]1[CH:3]=[CH:4][C:5]2[NH:6][N:7]=[C:8]3[C:9]4[CH:18]=[CH:17][CH:16]=[CH:15][C:10]=4[C:11](=[O:14])[NH:37][C:12]=1[C:13]=23, predict the reactants needed to synthesize it. The reactants are: [Cl:1][C:2]1[CH:3]=[CH:4][C:5]2[NH:6][N:7]=[C:8]3[C:13]=2[C:12]=1[C:11](=[O:14])[C:10]1[CH:15]=[CH:16][CH:17]=[CH:18][C:9]3=1.ClC1C2C(=O)C3C(=CC=CC=3)C(=O)C=2C(Cl)=CC=1.[N-:37]=[N+]=[N-].[Na+]. (3) The reactants are: [CH:1]1[C:9]2[C:8]3[CH:10]=[CH:11][CH:12]=[CH:13][C:7]=3[O:6][C:5]=2[C:4]([Si:14]([C:27]2[CH:32]=[CH:31][CH:30]=[CH:29][CH:28]=2)([C:21]2[CH:26]=[CH:25][CH:24]=[CH:23][CH:22]=2)[C:15]2[CH:20]=[CH:19][CH:18]=[CH:17][CH:16]=2)=[CH:3][CH:2]=1.C([Li])CCC.CCCCCC.[I:44]I. Given the product [I:44][C:13]1[C:7]2[O:6][C:5]3[C:4]([Si:14]([C:27]4[CH:32]=[CH:31][CH:30]=[CH:29][CH:28]=4)([C:21]4[CH:22]=[CH:23][CH:24]=[CH:25][CH:26]=4)[C:15]4[CH:20]=[CH:19][CH:18]=[CH:17][CH:16]=4)=[CH:3][CH:2]=[CH:1][C:9]=3[C:8]=2[CH:10]=[CH:11][CH:12]=1, predict the reactants needed to synthesize it. (4) Given the product [CH3:24][S:25]([NH:1][C:2]1[CH:16]=[CH:15][C:5]2[N:6]3[CH2:14][CH2:13][CH2:12][CH:7]3[NH:8][S:9](=[O:11])(=[O:10])[C:4]=2[CH:3]=1)(=[O:27])=[O:26], predict the reactants needed to synthesize it. The reactants are: [NH2:1][C:2]1[CH:16]=[CH:15][C:5]2[N:6]3[CH2:14][CH2:13][CH2:12][CH:7]3[NH:8][S:9](=[O:11])(=[O:10])[C:4]=2[CH:3]=1.C(N(CC)CC)C.[CH3:24][S:25](Cl)(=[O:27])=[O:26]. (5) Given the product [CH2:1]([O:3][C:4]([N:6]1[CH2:7][CH2:8][N:9]([C:12](=[O:25])[C@@H:13]([NH:17][C:18]([O:20][CH2:21][C:24]2[CH:16]=[CH:15][CH:14]=[CH:13][CH:12]=2)=[O:19])[CH2:14][CH:15]=[CH2:16])[CH2:10][CH2:11]1)=[O:5])[CH3:2], predict the reactants needed to synthesize it. The reactants are: [CH2:1]([O:3][C:4]([N:6]1[CH2:11][CH2:10][N:9]([C:12](=[O:25])[C@@H:13]([NH:17][C:18]([O:20][C:21]([CH3:24])(C)C)=[O:19])[CH2:14][CH:15]=[CH2:16])[CH2:8][CH2:7]1)=[O:5])[CH3:2]. (6) Given the product [Cl:1][C:2]1[CH:7]=[CH:6][C:5]([O:8][CH3:9])=[CH:4][C:3]=1[NH:10][C:11]1[C:12]([NH:21][S:22]([C:25]2[CH:26]=[C:27]([CH:28]=[CH:29][CH:30]=2)[C:31]([OH:37])=[O:33])(=[O:24])=[O:23])=[N:13][C:14]2[C:19]([N:20]=1)=[CH:18][CH:17]=[CH:16][CH:15]=2, predict the reactants needed to synthesize it. The reactants are: [Cl:1][C:2]1[CH:7]=[CH:6][C:5]([O:8][CH3:9])=[CH:4][C:3]=1[NH:10][C:11]1[C:12]([NH:21][S:22]([C:25]2[CH:30]=[CH:29][CH:28]=[C:27]([C:31]#N)[CH:26]=2)(=[O:24])=[O:23])=[N:13][C:14]2[C:19]([N:20]=1)=[CH:18][CH:17]=[CH:16][CH:15]=2.[OH-:33].[Na+].Cl.C[OH:37]. (7) Given the product [CH2:1]([O:8][C:9]1[C:14](=[O:15])[CH:13]=[CH:12][NH:17][C:10]=1[CH3:16])[C:2]1[CH:7]=[CH:6][CH:5]=[CH:4][CH:3]=1, predict the reactants needed to synthesize it. The reactants are: [CH2:1]([O:8][C:9]1[C:14](=[O:15])[CH:13]=[CH:12]O[C:10]=1[CH3:16])[C:2]1[CH:7]=[CH:6][CH:5]=[CH:4][CH:3]=1.[NH3:17].[OH-].[Na+].[Cl-].[NH4+]. (8) Given the product [Br:5][CH2:1][C:13]1[CH:14]=[C:7]([OH:6])[CH:8]=[CH:9][CH:12]=1, predict the reactants needed to synthesize it. The reactants are: [C:1]([Br:5])(Br)(Br)Br.[OH:6][C:7]1[CH:8]=[C:9]([CH:12]=[CH:13][CH:14]=1)CO.C1(P(C2C=CC=CC=2)C2C=CC=CC=2)C=CC=CC=1. (9) The reactants are: Cl.[NH2:2]CC1C=C2C(=CC=1)C(=O)N(C1CCC(=O)NC1=O)C2.[N+:22]([C:25]1[CH:26]=[C:27]([N:31]=[C:32]=[O:33])[CH:28]=[CH:29][CH:30]=1)([O-:24])=[O:23]. Given the product [N+:22]([C:25]1[CH:26]=[C:27]([NH:31][C:32](=[O:33])[NH2:2])[CH:28]=[CH:29][CH:30]=1)([O-:24])=[O:23], predict the reactants needed to synthesize it.